This data is from Experimentally validated miRNA-target interactions with 360,000+ pairs, plus equal number of negative samples. The task is: Binary Classification. Given a miRNA mature sequence and a target amino acid sequence, predict their likelihood of interaction. (1) The miRNA is hsa-miR-548c-3p with sequence CAAAAAUCUCAAUUACUUUUGC. The protein sequence of the target gene is MASPDRSKRKILKAKKTMPLSCRKQVEMLNKSRNVEALKTAIGSNVPSGNQSFSPSVITRTTEITKCSPSENGASSLDSNKNSISEKSKVFSQNCIKPVEEIVHSETKLEQVVCSYQKPSRTTESPSRVFTEEAKDSLNTSENDSEHQTNVTRSLFEHEGACSLKSSCCPPSVLSGVVQMPESTVTSTVGDKKTDQMVFHLETNSNSESHDKRQSDNILCSEDSGFVPVEKTPNLVNSVTSNNCADDILKTDECSRTSISNCESADSTWQSSLDTNNNSHYQKKRMFSENEENVKRMKTS.... Result: 1 (interaction). (2) The miRNA is hsa-miR-4704-3p with sequence UCAGUCACAUAUCUAGUGUCUA. The protein sequence of the target gene is MATTATCTRFTDDYQLFEELGKGAFSVVRRCVKKTSTQEYAAKIINTKKLSARDHQKLEREARICRLLKHPNIVRLHDSISEEGFHYLVFDLVTGGELFEDIVAREYYSEADASHCIHQILESVNHIHQHDIVHRDLKPENLLLASKCKGAAVKLADFGLAIEVQGEQQAWFGFAGTPGYLSPEVLRKDPYGKPVDIWACGVILYILLVGYPPFWDEDQHKLYQQIKAGAYDFPSPEWDTVTPEAKNLINQMLTINPAKRITADQALKHPWVCQRSTVASMMHRQETVECLRKFNARRKL.... Result: 0 (no interaction). (3) The miRNA is hsa-let-7e-5p with sequence UGAGGUAGGAGGUUGUAUAGUU. The protein sequence of the target gene is MGNTLGLAPMGTLPRRSPRREEPLPNPGSFDELHRLCKDVFPAQMEGVKLVVNKVLSSHFQVAHTIHMSALGLPGYHLHAAYAGDWQLSPTEVFPTVVGDMDSSGSLNAQVLLLLAERLRAKAVFQTQQAKFLTWQFDGEYRGDDYTATLTLGNPDLIGESVIMVAHFLQSLTHRLVLGGELVYHRRPGEEGAILTLAGKYSAVHWVATLNVGSGGAHASYYHRANEQVQVGVEFEANTRLQDTTFSFGYHLTLPQANMVFRGLVDSNWCVGAVLEKKMPPLPVTLALGAFLNHWRNRFH.... Result: 1 (interaction). (4) The miRNA is hsa-miR-6081 with sequence AGGAGCAGUGCCGGCCAAGGCGCC. The protein sequence of the target gene is MPTRVCCCCSALRPRYKRLVDNIFPEDPKDGLVKADMEKLTFYAVSAPEKLDRIGAYLAERLSRDVVRHRSGYVLIAMEALDQLLMACHSQSIKPFVESFLHMVAKLLESGEPKLQVLGTNSFVKFANIEEDTPSYHRRYDFFVSRFSAMCHSCHSDPEIRTEIRIAGIRGIQGVVRKTVNDELRATIWEPQHMDKIVPSLLFNMQKIEEVDSRLGPPSSPSAADKEENPAVLAESCFRELLGRATFGNMNNAVRPVFAHLDHHKLWDPNEFAVHCFKIIMYSIQAQYSHHVIQEILGHL.... Result: 0 (no interaction). (5) The miRNA is mmu-miR-20b-5p with sequence CAAAGUGCUCAUAGUGCAGGUAG. The protein sequence of the target gene is MEALGPGPPASLFQPPRRPGLGTVGKPIRLLANHFQVQIPKIDVYHYDVDIKPEKRPRRVNREVVDTMVRHFKMQIFGDRQPGYDGKRNMYTAHPLPIGRDRIDMEVTLPGEGKDQTFKVSVQWVSVVSLQLLLEALAGHLNEVPDDSVQALDVITRHLPSMRYTPVGRSFFSPPEGYYHPLGGGREVWFGFHQSVRPAMWNMMLNIDVSATAFYRAQPIIEFMCEVLDIQNINEQTKPLTDSQRVKFTKEIRGLKVEVTHCGQMKRKYRVCNVTRRPASHQTFPLQLENGQAMECTVAQ.... Result: 1 (interaction). (6) Result: 0 (no interaction). The protein sequence of the target gene is MNLDSLSLALSQISYLVDNLTKKNYRASQQEIQHIVNRHGPEADRHLLRCLFSHVDFSGDGKSSGKDFHQTQFLIQECASLITKPNFISTLSYAIDNPLHYQKSLKPAPHLFAQLSKVLKLSKVQEVIFGLALLNSSSPDLRGFAAQFIKQKLPDLLRSYIDADVSGNQEGGFQDIAIEVLHLLLSHLLFGQKGAFGVGQEQIDAFLKTLRRDFPQERCPVVLAPLLYPEKRDILMDRILPDSGGVAKTMMESSLADFMQEVGYGFCASIEECRNIIMQFGVREVTAAQVARVLGMMART.... The miRNA is ssc-miR-150 with sequence UCUCCCAACCCUUGUACCAGUG. (7) The miRNA is hsa-miR-1-3p with sequence UGGAAUGUAAAGAAGUAUGUAU. The protein sequence of the target gene is MAELSEPEGPVDWKERCVALESQLMKFRVQASKIRELLAEKMQQLERQVIDAERQAEKAFQQVQVMEDKLKAANIQTSESETRLYNKCQDLESLIQEKDDVIQNLELQLEEQKQIRIQEAKIIEEKAAKIKEWVTVKLNELELENQNLRLINQNQTEEIRTMQSKLQEVQGKKSSTVSTLKLSEGQRLSSLTFGCFLSRARSPPQVVKSEEMSKISSKEPEFTEGKDMEEMEIPEKSVDNQVLENNRGQRTLHQTPCGSEQNRKTRTSFATDGGISQNSGAPVSDWSSDEEDGSKGRSKS.... Result: 1 (interaction). (8) The miRNA is hsa-miR-1277-5p with sequence AAAUAUAUAUAUAUAUGUACGUAU. The protein sequence of the target gene is MTSPAKFKKDKEIIAEYDTQVKEIRAQLTEQMKCLDQQCELRVQLLQDLQDFFRKKAEIEMDYSRNLEKLAERFLAKTRSTKDQQFKKDQNVLSPVNCWNLLLNQVKRESRDHTTLSDIYLNNIIPRFVQVSEDSGRLFKKSKEVGQQLQDDLMKVLNELYSVMKTYHMYNADSISAQSKLKEAEKQEEKQIGKSVKQEDRQTPRSPDSTANVRIEEKHVRRSSVKKIEKMKEKRQAKYTENKLKAIKARNEYLLALEATNASVFKYYIHDLSDLIDQCCDLGYHASLNRALRTFLSAEL.... Result: 1 (interaction). (9) The miRNA is hsa-miR-335-3p with sequence UUUUUCAUUAUUGCUCCUGACC. The protein sequence of the target gene is MVPAAGALLWVLLLNLGPRAAGAQGLTQTPTEMQRVSLRFGGPMTRSYRSTARTGLPRKTRIILEDENDAMADADRLAGPAAAELLAATVSTGFSRSSAINEEDGSSEEGVVINAGKDSTSRELPSATPNTAGSSSTRFIANSQEPEIRLTSSLPRSPGRSTEDLPGSQATLSQWSTPGSTPSRWPSPSPTAMPSPEDLRLVLMPWGPWHCHCKSGTMSRSRSGKLHGLSGRLRVGALSQLRTEHKPCTYQQCPCNRLREECPLDTSLCTDTNCASQSTTSTRTTTTPFPTIHLRSSPSL.... Result: 1 (interaction).